From a dataset of Forward reaction prediction with 1.9M reactions from USPTO patents (1976-2016). Predict the product of the given reaction. (1) Given the reactants [Cl:1][C:2]1[CH:7]=[CH:6][C:5]([CH:8]([C:11]2[CH:16]=[CH:15][CH:14]=[CH:13][CH:12]=2)[C:9]#[N:10])=[CH:4][CH:3]=1.Cl[C:18]1C=CC(CC#N)=CC=1.[Br-].[Cl-].[Al+3].[Cl-].[Cl-].Cl, predict the reaction product. The product is: [Cl:1][C:2]1[CH:3]=[CH:4][C:5]([CH:8]([CH2:11][C:16]2[CH:15]=[CH:14][CH:13]=[CH:12][CH:18]=2)[C:9]#[N:10])=[CH:6][CH:7]=1. (2) Given the reactants [Cl:1][C:2]1[N:11]=[C:10]([N:12]2[CH2:16][CH2:15][C@H:14]([N:17]([CH2:25][CH2:26][CH2:27][CH2:28][CH2:29][CH3:30])C(=O)OC(C)(C)C)[CH2:13]2)[C:9]2[C:4](=[CH:5][CH:6]=[CH:7][CH:8]=2)[N:3]=1.[NH2:31][C:32]1[CH:33]=[C:34]([CH:37]=[C:38]([NH2:40])[CH:39]=1)[C:35]#[N:36], predict the reaction product. The product is: [ClH:1].[ClH:1].[NH2:31][C:32]1[CH:33]=[C:34]([CH:37]=[C:38]([NH:40][C:2]2[N:11]=[C:10]([N:12]3[CH2:16][CH2:15][C@H:14]([NH:17][CH2:25][CH2:26][CH2:27][CH2:28][CH2:29][CH3:30])[CH2:13]3)[C:9]3[C:4](=[CH:5][CH:6]=[CH:7][CH:8]=3)[N:3]=2)[CH:39]=1)[C:35]#[N:36]. (3) The product is: [C:18]1([S:15]([N:11]2[C:12]3[C:8](=[CH:7][C:6]([C:4](=[O:5])[CH2:33][CH3:34])=[CH:14][CH:13]=3)[CH:9]=[C:10]2[C:24]2[C:29]([F:30])=[CH:28][CH:27]=[CH:26][C:25]=2[F:31])(=[O:17])=[O:16])[CH:19]=[CH:20][CH:21]=[CH:22][CH:23]=1. Given the reactants CON(C)[C:4]([C:6]1[CH:7]=[C:8]2[C:12](=[CH:13][CH:14]=1)[N:11]([S:15]([C:18]1[CH:23]=[CH:22][CH:21]=[CH:20][CH:19]=1)(=[O:17])=[O:16])[C:10]([C:24]1[C:29]([F:30])=[CH:28][CH:27]=[CH:26][C:25]=1[F:31])=[CH:9]2)=[O:5].[CH3:33][CH2:34][Mg+].[Br-], predict the reaction product. (4) The product is: [CH3:4][S:5]([CH2:8][CH2:9][CH2:10][CH2:11][CH:12]=[O:13])(=[O:7])=[O:6]. Given the reactants ClCCl.[CH3:4][S:5]([CH2:8][CH2:9][CH2:10][CH2:11][CH2:12][OH:13])(=[O:7])=[O:6].CS(C)=O, predict the reaction product. (5) Given the reactants Cl[CH2:2][C:3]([N:5]1[C:13]2[C:8](=[CH:9][C:10]([N+:14]([O-:16])=[O:15])=[CH:11][CH:12]=2)[CH2:7][CH2:6]1)=[O:4].[Na].[NH:18]1[CH:22]=[N:21][CH:20]=[N:19]1.C(OCC)(=O)C.O, predict the reaction product. The product is: [N+:14]([C:10]1[CH:9]=[C:8]2[C:13](=[CH:12][CH:11]=1)[N:5]([C:3](=[O:4])[CH2:2][N:18]1[CH:22]=[N:21][CH:20]=[N:19]1)[CH2:6][CH2:7]2)([O-:16])=[O:15]. (6) Given the reactants [Br:1][C:2]1[CH:24]=[CH:23][C:5]([C:6]([O:8][CH2:9][C@:10]2([CH2:21][OH:22])[C:19]3[C:14](=[CH:15][C:16]([Cl:20])=[CH:17][CH:18]=3)[CH2:13][CH2:12][CH2:11]2)=[O:7])=[CH:4][CH:3]=1.CC(OI1(OC(C)=O)(OC(C)=O)OC(=O)C2C=CC=CC1=2)=O, predict the reaction product. The product is: [Br:1][C:2]1[CH:3]=[CH:4][C:5]([C:6]([O:8][CH2:9][C@:10]2([CH:21]=[O:22])[C:19]3[C:14](=[CH:15][C:16]([Cl:20])=[CH:17][CH:18]=3)[CH2:13][CH2:12][CH2:11]2)=[O:7])=[CH:23][CH:24]=1. (7) Given the reactants [NH2:1][C:2]1[C:7]([C:8]([NH:10][CH2:11][CH3:12])=[O:9])=[CH:6][N:5]=[CH:4][C:3]=1[N+:13]([O-])=O, predict the reaction product. The product is: [NH2:1][C:2]1[C:7]([C:8]([NH:10][CH2:11][CH3:12])=[O:9])=[CH:6][N:5]=[CH:4][C:3]=1[NH2:13]. (8) Given the reactants C(OC([NH:8][C:9]([CH3:38])([CH3:37])[CH2:10][CH2:11][C:12]1[C:17]([C@H:18]2[CH2:22][CH2:21][CH2:20][N:19]2[C:23]2[CH:28]=[CH:27][N:26]3[N:29]=[CH:30][C:31]([C:32]([O:34]C)=O)=[C:25]3[N:24]=2)=[CH:16][C:15]([F:36])=[CH:14][N:13]=1)=O)(C)(C)C.[OH-].[Li+].C1C=CC2N(O)N=NC=2C=1.O.CCN=C=NCCCN(C)C.C(N(CC)CC)C, predict the reaction product. The product is: [F:36][C:15]1[CH:16]=[C:17]2[C:12](=[N:13][CH:14]=1)[CH2:11][CH2:10][C:9]([CH3:37])([CH3:38])[NH:8][C:32](=[O:34])[C:31]1=[C:25]3[N:24]=[C:23]([CH:28]=[CH:27][N:26]3[N:29]=[CH:30]1)[N:19]1[C@@H:18]2[CH2:22][CH2:21][CH2:20]1. (9) The product is: [OH:1][C:2]1[CH:3]=[C:4]([CH2:18][CH2:19][C:20]#[N:21])[C:5]2[O:9][C:8]([C:10]3[CH:11]=[CH:12][C:13]([OH:16])=[CH:14][CH:15]=3)=[CH:7][C:6]=2[CH:17]=1. Given the reactants [OH:1][C:2]1[CH:3]=[C:4]([CH:18]=[CH:19][C:20]#[N:21])[C:5]2[O:9][C:8]([C:10]3[CH:15]=[CH:14][C:13]([OH:16])=[CH:12][CH:11]=3)=[CH:7][C:6]=2[CH:17]=1, predict the reaction product.